Task: Predict which catalyst facilitates the given reaction.. Dataset: Catalyst prediction with 721,799 reactions and 888 catalyst types from USPTO Reactant: [OH:1][N:2]=[C:3]([O:5][CH2:6][CH3:7])[CH3:4].[H-].[Na+].Cl[C:11]1[N:16]([C:17]2[CH:22]=[C:21]([O:23][C:24]3[CH:29]=[CH:28][CH:27]=[CH:26][C:25]=3[N+:30]([O-:32])=[O:31])[C:20]([Cl:33])=[CH:19][C:18]=2[F:34])[C:15](=[O:35])[CH:14]=[C:13]([C:36]([F:39])([F:38])[F:37])[N:12]=1.O. Product: [Cl:33][C:20]1[C:21]([O:23][C:24]2[CH:29]=[CH:28][CH:27]=[CH:26][C:25]=2[N+:30]([O-:32])=[O:31])=[CH:22][C:17]([N:16]2[C:15](=[O:35])[CH:14]=[C:13]([C:36]([F:38])([F:39])[F:37])[N:12]=[C:11]2[O:1][N:2]=[C:3]([O:5][CH2:6][CH3:7])[CH3:4])=[C:18]([F:34])[CH:19]=1. The catalyst class is: 7.